From a dataset of Peptide-MHC class I binding affinity with 185,985 pairs from IEDB/IMGT. Regression. Given a peptide amino acid sequence and an MHC pseudo amino acid sequence, predict their binding affinity value. This is MHC class I binding data. (1) The peptide sequence is AAAKTPVIV. The MHC is HLA-A02:03 with pseudo-sequence HLA-A02:03. The binding affinity (normalized) is 0.329. (2) The peptide sequence is VWMPSSPRPL. The MHC is HLA-A23:01 with pseudo-sequence HLA-A23:01. The binding affinity (normalized) is 0.418. (3) The peptide sequence is ILCWGELMTL. The MHC is HLA-A68:01 with pseudo-sequence HLA-A68:01. The binding affinity (normalized) is 0.0121. (4) The peptide sequence is AIHPFALLL. The MHC is HLA-B48:01 with pseudo-sequence HLA-B48:01. The binding affinity (normalized) is 0.0847. (5) The peptide sequence is MRMLWMANY. The binding affinity (normalized) is 0.432. The MHC is HLA-A29:02 with pseudo-sequence HLA-A29:02. (6) The peptide sequence is ITFHNQRDF. The MHC is HLA-B57:01 with pseudo-sequence HLA-B57:01. The binding affinity (normalized) is 0.553.